This data is from HIV replication inhibition screening data with 41,000+ compounds from the AIDS Antiviral Screen. The task is: Binary Classification. Given a drug SMILES string, predict its activity (active/inactive) in a high-throughput screening assay against a specified biological target. (1) The drug is N#CC(C#N)=CNC(N)=S. The result is 0 (inactive). (2) The drug is Cc1nc2c(nc1C)C(=O)C(Br)=C(N)C2=O. The result is 0 (inactive). (3) The compound is OCC(O)C(O)C(O)c1nn(-c2ccc(Cl)cc2)c2nc3cc(Cl)c(Cl)cc3nc12. The result is 0 (inactive).